This data is from Forward reaction prediction with 1.9M reactions from USPTO patents (1976-2016). The task is: Predict the product of the given reaction. (1) Given the reactants C(N(CC)CC)C.[OH:8][C:9]1[CH:14]=[C:13]([CH3:15])[C:12]([CH3:16])=[CH:11][C:10]=1[C:17](=[O:20])[CH2:18][CH3:19].[F:21][C:22]([F:35])([F:34])[S:23](O[S:23]([C:22]([F:35])([F:34])[F:21])(=[O:25])=[O:24])(=[O:25])=[O:24], predict the reaction product. The product is: [F:21][C:22]([F:35])([F:34])[S:23]([O:8][C:9]1[CH:14]=[C:13]([CH3:15])[C:12]([CH3:16])=[CH:11][C:10]=1[C:17](=[O:20])[CH2:18][CH3:19])(=[O:25])=[O:24]. (2) Given the reactants [H-].[Na+].[I:3][C:4]1[CH:17]=[CH:16][C:7]([CH2:8][C:9]2[CH:14]=[CH:13][C:12]([OH:15])=[CH:11][CH:10]=2)=[CH:6][CH:5]=1.[C:18]([O:22][C:23]([N:25]1[CH2:29][CH2:28][CH2:27][C@@H:26]1[CH2:30]OS(C1C=CC(C)=CC=1)(=O)=O)=[O:24])([CH3:21])([CH3:20])[CH3:19], predict the reaction product. The product is: [C:18]([O:22][C:23]([N:25]1[CH2:29][CH2:28][CH2:27][C@@H:26]1[CH2:30][O:15][C:12]1[CH:13]=[CH:14][C:9]([CH2:8][C:7]2[CH:6]=[CH:5][C:4]([I:3])=[CH:17][CH:16]=2)=[CH:10][CH:11]=1)=[O:24])([CH3:21])([CH3:19])[CH3:20]. (3) Given the reactants [CH2:1]([O:5][C:6]([C:8]1[N:9]=[C:10](Br)[C:11]2[C:16]([C:17]=1[OH:18])=[CH:15][CH:14]=[C:13]([O:19][C:20]1[CH:25]=[CH:24][CH:23]=[CH:22][CH:21]=1)[CH:12]=2)=[O:7])[CH2:2][CH2:3][CH3:4].C([O-])(=O)C.[Na+].CO, predict the reaction product. The product is: [CH2:1]([O:5][C:6]([C:8]1[N:9]=[CH:10][C:11]2[C:16]([C:17]=1[OH:18])=[CH:15][CH:14]=[C:13]([O:19][C:20]1[CH:25]=[CH:24][CH:23]=[CH:22][CH:21]=1)[CH:12]=2)=[O:7])[CH2:2][CH2:3][CH3:4]. (4) Given the reactants Cl[C:2]1[CH:14]=[C:13]([F:15])[CH:12]=[CH:11][C:3]=1[NH:4][C:5]1[CH:10]=[CH:9][CH:8]=[CH:7][CH:6]=1.C(P(C(C)(C)C)C(C)(C)C)(C)(C)C.CC(C)([O-])C.[Na+], predict the reaction product. The product is: [F:15][C:13]1[CH:14]=[CH:2][C:3]2[NH:4][C:5]3[C:10]([C:11]=2[CH:12]=1)=[CH:9][CH:8]=[CH:7][CH:6]=3. (5) Given the reactants P([O-])([O-])([O-])=O.[Na+:6].[Na+].[Na+].[Cl-].[Na+].[CH2:11](O)C1C=CC=CC=1.[CH3:19][C@@H:20]([C@@H:26]1[C@@:30]2([CH3:46])[C@@H:31]([OH:45])[CH2:32][C@@H:33]3[C@@:38]4([CH3:44])[CH2:39][CH2:40][C@@H:41]([OH:43])[CH2:42][C@H:37]4[CH2:36][CH2:35][C@H:34]3[C@@H:29]2[CH2:28][CH2:27]1)[CH2:21][CH2:22][C:23]([OH:25])=[O:24], predict the reaction product. The product is: [CH3:19][C@@H:20]([C@@H:26]1[C@@:30]2([CH3:46])[C@@H:31]([OH:45])[CH2:32][C@@H:33]3[C@@:38]4([CH3:44])[CH2:39][CH2:40][C@@H:41]([OH:43])[CH2:42][C@H:37]4[CH2:36][CH2:35][C@@:34]3([CH3:11])[C@@H:29]2[CH2:28][CH2:27]1)[CH2:21][CH2:22][C:23]([O-:25])=[O:24].[Na+:6]. (6) The product is: [I:31][C:11]1[C:7]2[C:8](=[C:3]([O:2][CH3:1])[N:4]=[CH:5][CH:6]=2)[O:9][C:12]=1[C:13]1[CH:18]=[CH:17][C:16]([C:19]2([NH:23][C:24](=[O:30])[O:25][C:26]([CH3:29])([CH3:28])[CH3:27])[CH2:22][CH2:21][CH2:20]2)=[CH:15][CH:14]=1. Given the reactants [CH3:1][O:2][C:3]1[C:8]([O:9]C)=[C:7]([C:11]#[C:12][C:13]2[CH:18]=[CH:17][C:16]([C:19]3([NH:23][C:24](=[O:30])[O:25][C:26]([CH3:29])([CH3:28])[CH3:27])[CH2:22][CH2:21][CH2:20]3)=[CH:15][CH:14]=2)[CH:6]=[CH:5][N:4]=1.[I:31]Cl, predict the reaction product.